This data is from Catalyst prediction with 721,799 reactions and 888 catalyst types from USPTO. The task is: Predict which catalyst facilitates the given reaction. The catalyst class is: 427. Reactant: CC1(C)C(C)(C)OB([C:9]2[CH2:10][CH2:11][N:12]([C:15]([O:17][C:18]([CH3:21])([CH3:20])[CH3:19])=[O:16])[CH2:13][CH:14]=2)O1.Br[C:24]1[CH:29]=[CH:28][C:27]([Cl:30])=[CH:26][C:25]=1[C@H:31]([OH:33])[CH3:32].[O-]P([O-])([O-])=O.[K+].[K+].[K+]. Product: [Cl:30][C:27]1[CH:28]=[CH:29][C:24]([C:9]2[CH2:10][CH2:11][N:12]([C:15]([O:17][C:18]([CH3:19])([CH3:20])[CH3:21])=[O:16])[CH2:13][CH:14]=2)=[C:25]([C@H:31]([OH:33])[CH3:32])[CH:26]=1.